This data is from Reaction yield outcomes from USPTO patents with 853,638 reactions. The task is: Predict the reaction yield, written as a fraction of the theoretical maximum amount of product (1.0 means a 100% yield; for example, 0.34 means a 34% yield). (1) The reactants are Br[CH2:2]/[C:3](=[C:8](\[CH3:13])/[C:9]([O:11][CH3:12])=[O:10])/[C:4]([O:6][CH3:7])=[O:5].[NH:14]1[CH2:19][CH2:18][CH2:17][CH2:16][CH2:15]1.CCCCCC.C(OCC)(=O)C. The catalyst is CN(C)C=O. The product is [CH3:13]/[C:8](/[C:9]([O:11][CH3:12])=[O:10])=[C:3](\[CH2:2][N:14]1[CH2:19][CH2:18][CH2:17][CH2:16][CH2:15]1)/[C:4]([O:6][CH3:7])=[O:5]. The yield is 0.390. (2) The reactants are Cl[C:2]1[N:7]=[C:6]([NH:8][CH2:9][C:10]2[CH:15]=[CH:14][C:13]([F:16])=[CH:12][CH:11]=2)[CH:5]=[N:4][CH:3]=1.[NH:17]1[CH:21]=[CH:20][N:19]=[CH:18]1. No catalyst specified. The product is [F:16][C:13]1[CH:14]=[CH:15][C:10]([CH2:9][NH:8][C:6]2[CH:5]=[N:4][CH:3]=[C:2]([N:17]3[CH:21]=[CH:20][N:19]=[CH:18]3)[N:7]=2)=[CH:11][CH:12]=1. The yield is 0.650. (3) The reactants are [CH3:1][C:2]1[CH:8]=[CH:7][CH:6]=[CH:5][C:3]=1[NH2:4].[N:9]([O-])=O.[Na+].C([O-])(=O)C.[Na+].[C:18]([CH2:21][C:22](=[O:24])[CH3:23])(=[O:20])[CH3:19]. The catalyst is C(O)(=O)C.Cl.O.C(O)C. The product is [CH3:1][C:2]1[CH:8]=[CH:7][CH:6]=[CH:5][C:3]=1[NH:4][N:9]=[C:21]([C:22](=[O:24])[CH3:23])[C:18](=[O:20])[CH3:19]. The yield is 0.490. (4) The yield is 0.800. The product is [CH3:23][C:13]1[CH:18]=[CH:17][C:16]([S:19]([O:12][CH2:11][CH:8]2[CH2:7][C:6]3[CH:5]=[CH:4][CH:3]=[C:2]([Br:1])[C:10]=3[O:9]2)(=[O:21])=[O:20])=[CH:15][CH:14]=1. No catalyst specified. The reactants are [Br:1][C:2]1[C:10]2[O:9][CH:8]([CH2:11][OH:12])[CH2:7][C:6]=2[CH:5]=[CH:4][CH:3]=1.[C:13]1([CH3:23])[CH:18]=[CH:17][C:16]([S:19](Cl)(=[O:21])=[O:20])=[CH:15][CH:14]=1. (5) The reactants are [CH3:1][O:2][C:3](=[O:13])[CH2:4][NH:5][C:6]([O:8][C:9]([CH3:12])([CH3:11])[CH3:10])=[O:7].[H-].[Na+].Cl[CH2:17][CH2:18][N:19]1[CH2:24][CH2:23][O:22][CH2:21][CH2:20]1. The catalyst is CN(C=O)C.O. The product is [CH3:1][O:2][C:3](=[O:13])[CH2:4][N:5]([C:6]([O:8][C:9]([CH3:10])([CH3:12])[CH3:11])=[O:7])[CH2:17][CH2:18][N:19]1[CH2:24][CH2:23][O:22][CH2:21][CH2:20]1. The yield is 0.0400. (6) The reactants are [CH3:1][O:2][C:3]1[CH:4]=[C:5]2[C:10](=[CH:11][C:12]=1[O:13][CH3:14])[N:9]=[CH:8][CH:7]=[C:6]2[O:15][C:16]1[N:21]=[CH:20][C:19]([NH2:22])=[CH:18][CH:17]=1.[C:23]1([CH2:29][C:30]([N:32]=[C:33]=[S:34])=[O:31])[CH:28]=[CH:27][CH:26]=[CH:25][CH:24]=1. The catalyst is CCOC(C)=O.CO. The product is [CH3:1][O:2][C:3]1[CH:4]=[C:5]2[C:10](=[CH:11][C:12]=1[O:13][CH3:14])[N:9]=[CH:8][CH:7]=[C:6]2[O:15][C:16]1[N:21]=[CH:20][C:19]([NH:22][C:33]([NH:32][C:30](=[O:31])[CH2:29][C:23]2[CH:24]=[CH:25][CH:26]=[CH:27][CH:28]=2)=[S:34])=[CH:18][CH:17]=1. The yield is 0.297. (7) The reactants are CN(C)C=O.[C:6]([C:10]1[CH:15]=[CH:14][C:13]([C:16]2[S:17][CH:18]=[C:19]([C:22]([CH3:24])=O)[C:20]=2[OH:21])=[CH:12][CH:11]=1)([CH3:9])([CH3:8])[CH3:7].[NH:25]([C:27]([NH:29][C:30]1[S:34][C:33]([C:35]([O:37][CH3:38])=[O:36])=[CH:32][CH:31]=1)=[S:28])[NH2:26]. The catalyst is Cl.O. The product is [C:6]([C:10]1[CH:15]=[CH:14][C:13]([C:16]2[S:17][CH:18]=[C:19]([C:22](=[N:26][NH:25][C:27]([NH:29][C:30]3[S:34][C:33]([C:35]([O:37][CH3:38])=[O:36])=[CH:32][CH:31]=3)=[S:28])[CH3:24])[C:20]=2[OH:21])=[CH:12][CH:11]=1)([CH3:9])([CH3:8])[CH3:7]. The yield is 0.900. (8) The reactants are Cl[C:2]1[CH:7]=[CH:6][CH:5]=[C:4]([N+:8]([O-:10])=[O:9])[C:3]=1[C:11](=[O:13])[CH3:12].[CH3:14][N:15]1[CH2:20][CH2:19][NH:18][CH2:17][CH2:16]1. No catalyst specified. The product is [CH3:14][N:15]1[CH2:20][CH2:19][N:18]([C:2]2[CH:7]=[CH:6][CH:5]=[C:4]([N+:8]([O-:10])=[O:9])[C:3]=2[C:11](=[O:13])[CH3:12])[CH2:17][CH2:16]1. The yield is 0.460. (9) The reactants are [CH3:1][O:2][C:3]([C@H:5]1[CH:11]([C:12]2[CH:17]=[CH:16][C:15]([Sn](C)(C)C)=[CH:14][CH:13]=2)[CH2:10][C@H:9]2[N:22]([CH3:23])[C@@H:6]1[CH2:7][CH2:8]2)=[O:4].Br[C:25]1[S:26][CH:27]=[CH:28][N:29]=1. The catalyst is C1(C)C=CC=CC=1.[Pd].C1(P(C2C=CC=CC=2)C2C=CC=CC=2)C=CC=CC=1.C1(P(C2C=CC=CC=2)C2C=CC=CC=2)C=CC=CC=1.C1(P(C2C=CC=CC=2)C2C=CC=CC=2)C=CC=CC=1.C1(P(C2C=CC=CC=2)C2C=CC=CC=2)C=CC=CC=1. The product is [CH3:1][O:2][C:3]([C@H:5]1[C@@H:11]([C:12]2[CH:17]=[CH:16][C:15]([C:25]3[S:26][CH:27]=[CH:28][N:29]=3)=[CH:14][CH:13]=2)[CH2:10][C@H:9]2[N:22]([CH3:23])[C@@H:6]1[CH2:7][CH2:8]2)=[O:4]. The yield is 0.280.